From a dataset of Forward reaction prediction with 1.9M reactions from USPTO patents (1976-2016). Predict the product of the given reaction. (1) Given the reactants [CH:1]1([CH:4]([C:18]2[CH:23]=[CH:22][CH:21]=[CH:20][CH:19]=2)[NH:5][C:6]([C:8]2[CH:9]=[C:10]3[C:14](=[CH:15][CH:16]=2)[NH:13][N:12]=[C:11]3I)=[O:7])[CH2:3][CH2:2]1.CC1(C)C(C)(C)OB([C:32]2[CH:37]=[CH:36][C:35]([N:38]3[CH2:43][CH2:42][CH:41]([C:44]([OH:47])([CH3:46])[CH3:45])[CH2:40][CH2:39]3)=[CH:34][CH:33]=2)O1, predict the reaction product. The product is: [CH:1]1([CH:4]([C:18]2[CH:23]=[CH:22][CH:21]=[CH:20][CH:19]=2)[NH:5][C:6]([C:8]2[CH:9]=[C:10]3[C:14](=[CH:15][CH:16]=2)[NH:13][N:12]=[C:11]3[C:32]2[CH:33]=[CH:34][C:35]([N:38]3[CH2:39][CH2:40][CH:41]([C:44]([OH:47])([CH3:45])[CH3:46])[CH2:42][CH2:43]3)=[CH:36][CH:37]=2)=[O:7])[CH2:3][CH2:2]1. (2) Given the reactants [OH:1][C@@H:2]1[CH2:5][C@H:4]([C:6]([O:8][CH2:9][CH3:10])=[O:7])[CH2:3]1.C([O-])([O-])=O.[K+].[K+].Br[CH2:18][C:19]1[CH:26]=[CH:25][C:22]([C:23]#[N:24])=[CH:21][CH:20]=1, predict the reaction product. The product is: [C:23]([C:22]1[CH:25]=[CH:26][C:19]([CH2:18][O:1][C@@H:2]2[CH2:5][C@H:4]([C:6]([O:8][CH2:9][CH3:10])=[O:7])[CH2:3]2)=[CH:20][CH:21]=1)#[N:24]. (3) Given the reactants [C:9](O[C:9]([O:11][C:12]([CH3:15])([CH3:14])[CH3:13])=[O:10])([O:11][C:12]([CH3:15])([CH3:14])[CH3:13])=[O:10].[NH2:16][C@H:17]([C:26]([NH2:28])=[O:27])[CH2:18][C:19]1[CH:24]=[CH:23][C:22]([OH:25])=[CH:21][CH:20]=1.[OH-].[Na+], predict the reaction product. The product is: [C:12]([O:11][C:9](=[O:10])[NH:16][C@H:17]([C:26](=[O:27])[NH2:28])[CH2:18][C:19]1[CH:20]=[CH:21][C:22]([OH:25])=[CH:23][CH:24]=1)([CH3:13])([CH3:14])[CH3:15]. (4) Given the reactants Cl.[Br:2][C:3]1[CH:4]=[C:5]([NH:9][C:10]2[C:19]3[C:14](=[CH:15][C:16]([O:22][CH:23]4[CH2:28][CH2:27][NH:26][CH2:25][CH2:24]4)=[C:17]([O:20][CH3:21])[CH:18]=3)[N:13]=[CH:12][N:11]=2)[CH:6]=[CH:7][CH:8]=1.[C:29](O)(=[O:33])[C@@H:30]([CH3:32])[OH:31], predict the reaction product. The product is: [Br:2][C:3]1[CH:4]=[C:5]([CH:6]=[CH:7][CH:8]=1)[NH:9][C:10]1[C:19]2[C:14](=[CH:15][C:16]([O:22][CH:23]3[CH2:24][CH2:25][N:26]([C:29](=[O:33])[C@H:30]([OH:31])[CH3:32])[CH2:27][CH2:28]3)=[C:17]([O:20][CH3:21])[CH:18]=2)[N:13]=[CH:12][N:11]=1. (5) Given the reactants [NH2:1][C:2]1[CH:7]=[CH:6][C:5]([S:8]([N:11]([CH3:22])[CH2:12][CH2:13][CH2:14][N:15]2[CH2:20][CH2:19][N:18]([CH3:21])[CH2:17][CH2:16]2)(=[O:10])=[O:9])=[C:4]([O:23][CH3:24])[CH:3]=1.[C:25]([C:29]1[CH:30]=[C:31]([NH:42][C:43]([NH:45][C:46]2[C:55]3[C:50](=[CH:51][CH:52]=[CH:53][CH:54]=3)[C:49]([O:56][C:57]3[CH:62]=[CH:61][N:60]=[C:59](Cl)[CH:58]=3)=[CH:48][CH:47]=2)=[O:44])[C:32]([O:40][CH3:41])=[C:33]([NH:35][S:36]([CH3:39])(=[O:38])=[O:37])[CH:34]=1)([CH3:28])([CH3:27])[CH3:26].C([O-])([O-])=O.[K+].[K+].CC(C1C=C(C(C)C)C(C2C(P(C3CCCCC3)C3CCCCC3)=C(OC)C=CC=2OC)=C(C(C)C)C=1)C, predict the reaction product. The product is: [C:25]([C:29]1[CH:34]=[C:33]([NH:35][S:36]([CH3:39])(=[O:37])=[O:38])[C:32]([O:40][CH3:41])=[C:31]([NH:42][C:43](=[O:44])[NH:45][C:46]2[C:55]3[C:50](=[CH:51][CH:52]=[CH:53][CH:54]=3)[C:49]([O:56][C:57]3[CH:58]=[CH:59][N:60]=[C:61]([NH:1][C:2]4[CH:7]=[CH:6][C:5]([S:8]([N:11]([CH3:22])[CH2:12][CH2:13][CH2:14][N:15]5[CH2:16][CH2:17][N:18]([CH3:21])[CH2:19][CH2:20]5)(=[O:9])=[O:10])=[C:4]([O:23][CH3:24])[CH:3]=4)[CH:62]=3)=[CH:48][CH:47]=2)[CH:30]=1)([CH3:28])([CH3:26])[CH3:27]. (6) Given the reactants [Cl:1][C:2]1[C:3]([F:20])=[C:4]([C:11]2(O)[CH2:16][CH2:15][CH:14]([CH:17]=[CH2:18])[CH2:13][CH2:12]2)[CH:5]=[CH:6][C:7]=1[O:8][CH2:9][CH3:10].C1(C)C=CC(S(O)(=O)=O)=CC=1.O, predict the reaction product. The product is: [Cl:1][C:2]1[C:3]([F:20])=[C:4]([C:11]2[CH2:16][CH2:15][CH:14]([CH:17]=[CH2:18])[CH2:13][CH:12]=2)[CH:5]=[CH:6][C:7]=1[O:8][CH2:9][CH3:10].